This data is from Forward reaction prediction with 1.9M reactions from USPTO patents (1976-2016). The task is: Predict the product of the given reaction. (1) Given the reactants [C:1]1([CH2:7][C:8]([OH:10])=[O:9])[CH:6]=[CH:5][CH:4]=[CH:3][CH:2]=1.[CH:11](=O)[C:12]1[CH:17]=[CH:16][CH:15]=[CH:14][CH:13]=1.C(OC(=O)C)(=O)C, predict the reaction product. The product is: [C:1]1([C:7](=[CH:11][C:12]2[CH:17]=[CH:16][CH:15]=[CH:14][CH:13]=2)[C:8]([OH:10])=[O:9])[CH:6]=[CH:5][CH:4]=[CH:3][CH:2]=1. (2) Given the reactants [F:1][C:2]([F:18])([F:17])[C:3]1[CH:8]=[CH:7][C:6]([C:9]2[N:14]=[CH:13][C:12]([CH:15]=[O:16])=[CH:11][N:10]=2)=[CH:5][CH:4]=1.[CH:19]1([Mg]Br)[CH2:23][CH2:22][CH2:21][CH2:20]1, predict the reaction product. The product is: [CH:19]1([CH:15]([C:12]2[CH:13]=[N:14][C:9]([C:6]3[CH:5]=[CH:4][C:3]([C:2]([F:1])([F:17])[F:18])=[CH:8][CH:7]=3)=[N:10][CH:11]=2)[OH:16])[CH2:23][CH2:22][CH2:21][CH2:20]1.